Task: Predict the product of the given reaction.. Dataset: Forward reaction prediction with 1.9M reactions from USPTO patents (1976-2016) (1) Given the reactants [C:1]([O:5][C:6](=[O:20])[NH:7][C:8]1[CH:13]=[C:12]([Cl:14])[C:11]([C:15]([F:18])([F:17])[F:16])=[CH:10][C:9]=1[NH2:19])([CH3:4])([CH3:3])[CH3:2].C([O:25][C:26](=O)[CH2:27][C:28]([C:30]1[CH:35]=[CH:34][CH:33]=[C:32]([C:36]2[CH:41]=[CH:40][N:39]=[C:38]([CH2:42][CH3:43])[CH:37]=2)[CH:31]=1)=[O:29])(C)(C)C, predict the reaction product. The product is: [C:1]([O:5][C:6](=[O:20])[NH:7][C:8]1[CH:13]=[C:12]([Cl:14])[C:11]([C:15]([F:17])([F:18])[F:16])=[CH:10][C:9]=1[NH:19][C:26](=[O:25])[CH2:27][C:28]([C:30]1[CH:35]=[CH:34][CH:33]=[C:32]([C:36]2[CH:41]=[CH:40][N:39]=[C:38]([CH2:42][CH3:43])[CH:37]=2)[CH:31]=1)=[O:29])([CH3:4])([CH3:2])[CH3:3]. (2) Given the reactants [Cl:1][C:2]1[N:7]=[C:6]([CH2:8][OH:9])[CH:5]=[CH:4][CH:3]=1.[C:10]([O:14][C:15]([N:17]1[CH2:22][CH2:21][N:20]([C:23]2[CH:28]=[CH:27][N:26]=[C:25](Cl)[N:24]=2)[CH2:19][CH2:18]1)=[O:16])([CH3:13])([CH3:12])[CH3:11], predict the reaction product. The product is: [C:10]([O:14][C:15]([N:17]1[CH2:22][CH2:21][N:20]([C:23]2[CH:28]=[CH:27][N:26]=[C:25]([O:9][CH2:8][C:6]3[CH:5]=[CH:4][CH:3]=[C:2]([Cl:1])[N:7]=3)[N:24]=2)[CH2:19][CH2:18]1)=[O:16])([CH3:13])([CH3:11])[CH3:12]. (3) Given the reactants C(O[C:5]1[CH:10]=[CH:9][C:8]([C:11](=[O:21])[NH:12][C:13]2[S:14][CH:15]=[C:16]([S:18]([CH3:20])=[O:19])[N:17]=2)=[CH:7][CH:6]=1)(=O)C.[C:22]([O:25]C1C=CC=C(C(=O)NC2SC=C(SC)N=2)C=1)(=[O:24])[CH3:23], predict the reaction product. The product is: [C:22]([O:25][C:6]1[CH:5]=[CH:10][CH:9]=[C:8]([C:11](=[O:21])[NH:12][C:13]2[S:14][CH:15]=[C:16]([S:18]([CH3:20])=[O:19])[N:17]=2)[CH:7]=1)(=[O:24])[CH3:23]. (4) Given the reactants [CH3:1][O:2][C:3]1[C:8]([N:9]2[CH2:17][C@@H:16]3[C@@H:11]([CH2:12][CH2:13][CH2:14][NH:15]3)[CH2:10]2)=[C:7]([F:18])[CH:6]=[C:5]2[C:19]([C:21]([C:27]([OH:29])=[O:28])=[CH:22][N:23]([CH:24]3[CH2:26][CH2:25]3)[C:4]=12)=[O:20].Cl, predict the reaction product. The product is: [CH3:1][O:2][C:3]1[C:8]([N:9]2[CH2:17][C@@H:16]3[C@@H:11]([CH2:12][CH2:13][CH2:14][NH:15]3)[CH2:10]2)=[C:7]([F:18])[CH:6]=[C:5]2[C:19]([C:21]([C:27]([OH:29])=[O:28])=[CH:22][N:23]([CH:24]3[CH2:26][CH2:25]3)[C:4]=12)=[O:20]. (5) Given the reactants [CH3:1][O:2][C:3]([C@@H:5]1[CH2:9][C@@H:8]([S:10]([C:13]2[CH:18]=[CH:17][CH:16]=[CH:15][C:14]=2[C:19]([F:22])([F:21])[F:20])(=[O:12])=[O:11])[CH2:7][N:6]1[C:23](=[S:28])[CH2:24][C:25](=O)[CH3:26])=[O:4].[C:29]([O:33][C:34]([N:36]([CH3:38])[NH2:37])=[O:35])([CH3:32])([CH3:31])[CH3:30], predict the reaction product. The product is: [CH3:1][O:2][C:3]([C@@H:5]1[CH2:9][C@@H:8]([S:10]([C:13]2[CH:18]=[CH:17][CH:16]=[CH:15][C:14]=2[C:19]([F:22])([F:20])[F:21])(=[O:11])=[O:12])[CH2:7][N:6]1[C:23](=[S:28])[CH2:24][C:25](=[N:37][N:36]([C:34]([O:33][C:29]([CH3:32])([CH3:31])[CH3:30])=[O:35])[CH3:38])[CH3:26])=[O:4]. (6) Given the reactants C([O-])(=O)CC(CC([O-])=O)(C([O-])=O)O.C([N:21]1[CH2:26][CH2:25][C:24]([C:45]2[CH:50]=[CH:49][C:48]([Cl:51])=[C:47]([Cl:52])[CH:46]=2)([CH2:27][NH:28][C:29]([C:31]2[C:40]3[C:35](=[CH:36][CH:37]=[CH:38][CH:39]=3)[CH:34]=[C:33]([C:41]#[N:42])[C:32]=2[CH2:43][CH3:44])=[O:30])[CH2:23][CH2:22]1)(OC(C)(C)C)=O, predict the reaction product. The product is: [Cl:52][C:47]1[CH:46]=[C:45]([C:24]2([CH2:27][NH:28][C:29]([C:31]3[C:40]4[C:35](=[CH:36][CH:37]=[CH:38][CH:39]=4)[CH:34]=[C:33]([C:41]#[N:42])[C:32]=3[CH2:43][CH3:44])=[O:30])[CH2:25][CH2:26][NH:21][CH2:22][CH2:23]2)[CH:50]=[CH:49][C:48]=1[Cl:51].